From a dataset of Catalyst prediction with 721,799 reactions and 888 catalyst types from USPTO. Predict which catalyst facilitates the given reaction. Reactant: C(=O)([O-])[O-].[K+].[K+].Cl[C:8]1[CH:13]=[CH:12][C:11]([N+:14]([O-:16])=[O:15])=[CH:10][N:9]=1.[C:17]([O:21][C:22]([N:24]1[CH2:29][CH2:28][NH:27][CH2:26][CH2:25]1)=[O:23])([CH3:20])([CH3:19])[CH3:18]. Product: [C:17]([O:21][C:22]([N:24]1[CH2:29][CH2:28][N:27]([C:8]2[CH:13]=[CH:12][C:11]([N+:14]([O-:16])=[O:15])=[CH:10][N:9]=2)[CH2:26][CH2:25]1)=[O:23])([CH3:20])([CH3:18])[CH3:19]. The catalyst class is: 12.